Predict the reaction yield, written as a fraction of the theoretical maximum amount of product (1.0 means a 100% yield; for example, 0.34 means a 34% yield). From a dataset of Reaction yield outcomes from USPTO patents with 853,638 reactions. (1) The reactants are [CH2:1]([O:3][C:4]1[CH:19]=[C:18]([CH:20]=O)[CH:17]=[CH:16][C:5]=1[O:6][C:7]1[CH:15]=[CH:14][C:10]([C:11]([NH2:13])=[O:12])=[CH:9][N:8]=1)[CH3:2].[CH2:22]([NH2:30])[CH2:23][C:24]1[CH:29]=[CH:28][CH:27]=[CH:26][CH:25]=1. No catalyst specified. The product is [CH2:1]([O:3][C:4]1[CH:19]=[C:18]([CH2:20][NH:30][CH2:22][CH2:23][C:24]2[CH:29]=[CH:28][CH:27]=[CH:26][CH:25]=2)[CH:17]=[CH:16][C:5]=1[O:6][C:7]1[CH:15]=[CH:14][C:10]([C:11]([NH2:13])=[O:12])=[CH:9][N:8]=1)[CH3:2]. The yield is 0.990. (2) The reactants are Cl.[CH2:2]([O:4][C:5](=[O:11])[CH:6]([NH2:10])[C:7](=[O:9])[CH3:8])C.C(N(CC)CC)C.[CH:19]1([C:25](Cl)=[O:26])[CH2:24][CH2:23][CH2:22][CH2:21][CH2:20]1.CN(C)C=O. The catalyst is ClCCl. The product is [CH3:2][O:4][C:5](=[O:11])[CH:6]([NH:10][C:25]([CH:19]1[CH2:24][CH2:23][CH2:22][CH2:21][CH2:20]1)=[O:26])[C:7](=[O:9])[CH3:8]. The yield is 0.520. (3) The reactants are [O:1]1CCO[CH:2]1[C:6]1[CH:7]=[C:8]([C:12]2[CH:13]=[CH:14][C:15]([O:18][CH3:19])=[N:16][CH:17]=2)[S:9][C:10]=1[CH3:11].Cl.O. The catalyst is O1CCCC1. The product is [CH3:19][O:18][C:15]1[N:16]=[CH:17][C:12]([C:8]2[S:9][C:10]([CH3:11])=[C:6]([CH:2]=[O:1])[CH:7]=2)=[CH:13][CH:14]=1. The yield is 0.750. (4) The reactants are [C:1]([O:5][C:6]([N:8]1[C@@H:12]([CH2:13][CH2:14][C:15]2[CH:20]=[CH:19][C:18]([NH2:21])=[CH:17][CH:16]=2)[CH2:11][O:10][C:9]1([CH3:23])[CH3:22])=[O:7])([CH3:4])([CH3:3])[CH3:2].Cl[C:25]1[CH:30]=[CH:29][C:28]([C:31]([F:34])([F:33])[F:32])=[CH:27][N:26]=1.C(=O)([O-])[O-].[K+].[K+]. The catalyst is C1(C)C=CC=CC=1. The product is [C:1]([O:5][C:6]([N:8]1[C@@H:12]([CH2:13][CH2:14][C:15]2[CH:16]=[CH:17][C:18]([NH:21][C:25]3[CH:30]=[CH:29][C:28]([C:31]([F:34])([F:33])[F:32])=[CH:27][N:26]=3)=[CH:19][CH:20]=2)[CH2:11][O:10][C:9]1([CH3:23])[CH3:22])=[O:7])([CH3:4])([CH3:2])[CH3:3]. The yield is 0.380. (5) The reactants are [Cl:1][CH2:2][CH2:3][N:4]=[C:5]=[O:6].[C:7]1([CH3:14])[CH:12]=[CH:11][CH:10]=[C:9]([NH2:13])[CH:8]=1.CO. The catalyst is C1(C)C=CC=CC=1.C(Cl)Cl. The product is [Cl:1][CH2:2][CH2:3][NH:4][C:5]([NH:13][C:9]1[CH:8]=[C:7]([CH3:14])[CH:12]=[CH:11][CH:10]=1)=[O:6]. The yield is 0.970. (6) The reactants are [O:1]1[CH:6]=[CH:5][CH2:4][CH2:3][CH2:2]1.[Br:7][C:8]1[CH:13]=[C:12]([CH2:14][OH:15])[CH:11]=[CH:10][C:9]=1[CH2:16][OH:17].[C:18](=[O:21])([O-])O.[Na+]. The catalyst is ClCCl.O.C1(C)C=CC(S(O)(=O)=O)=CC=1. The product is [Br:7][C:8]1[CH:13]=[C:12]([CH2:14][O:15][CH:6]2[CH2:5][CH2:4][CH2:3][CH2:2][O:1]2)[CH:11]=[CH:10][C:9]=1[CH2:16][O:17][CH:5]1[CH2:4][CH2:3][CH2:2][CH2:18][O:21]1. The yield is 0.880. (7) The reactants are FC(F)(F)C(O)=O.[NH2:8][CH2:9][C:10]1[N:15]=[C:14]([C:16]2[S:17][C:18]3[CH:26]=[CH:25][CH:24]=[CH:23][C:19]=3[C:20](=[O:22])[N:21]=2)[CH:13]=[CH:12][CH:11]=1.[P:27](Cl)([O:32][CH2:33][CH3:34])([O:29][CH2:30][CH3:31])=[O:28].C(=O)([O-])[O-].[K+].[K+]. The catalyst is C(#N)C. The product is [O:22]=[C:20]1[C:19]2[CH:23]=[CH:24][CH:25]=[CH:26][C:18]=2[S:17][C:16]([C:14]2[N:15]=[C:10]([CH2:9][NH:8][P:27]([O:32][CH2:33][CH3:34])([O:29][CH2:30][CH3:31])=[O:28])[CH:11]=[CH:12][CH:13]=2)=[N:21]1. The yield is 0.530. (8) The reactants are Br[CH2:2][C:3]1[CH:8]=[CH:7][C:6]([C:9]([F:12])([F:11])[F:10])=[CH:5][CH:4]=1.[CH2:13]([NH:20][C:21]([C:23]1[S:24][C:25]([N:29]2[CH:34]=[CH:33][C:32]([OH:35])=[CH:31][C:30]2=[O:36])=[CH:26][C:27]=1[CH3:28])=[O:22])[C:14]1[CH:19]=[CH:18][CH:17]=[CH:16][CH:15]=1. No catalyst specified. The product is [CH2:13]([NH:20][C:21]([C:23]1[S:24][C:25]([N:29]2[CH:34]=[CH:33][C:32]([O:35][CH2:2][C:3]3[CH:8]=[CH:7][C:6]([C:9]([F:12])([F:11])[F:10])=[CH:5][CH:4]=3)=[CH:31][C:30]2=[O:36])=[CH:26][C:27]=1[CH3:28])=[O:22])[C:14]1[CH:15]=[CH:16][CH:17]=[CH:18][CH:19]=1. The yield is 0.420. (9) The reactants are [CH3:1][Si:2]([CH3:45])([CH3:44])[CH2:3][CH2:4][O:5][CH2:6][N:7]([CH2:36][O:37][CH2:38][CH2:39][Si:40]([CH3:43])([CH3:42])[CH3:41])[C:8]1[N:13]2[N:14]=[CH:15][C:16]([C:17]3[CH:18]=[N:19][C:20]4[C:25]([CH:26]=3)=[CH:24][C:23]([F:27])=[CH:22][CH:21]=4)=[C:12]2[N:11]=[C:10]([CH2:28][NH:29][C:30]2([CH2:33][OH:34])[CH2:32][CH2:31]2)[C:9]=1[Br:35].C(N(CC)C(C)C)(C)C.[C:55](O[C:55]([O:57][C:58]([CH3:61])([CH3:60])[CH3:59])=[O:56])([O:57][C:58]([CH3:61])([CH3:60])[CH3:59])=[O:56]. The catalyst is ClC(Cl)C.C(Cl)Cl. The product is [CH3:1][Si:2]([CH3:45])([CH3:44])[CH2:3][CH2:4][O:5][CH2:6][N:7]([CH2:36][O:37][CH2:38][CH2:39][Si:40]([CH3:43])([CH3:42])[CH3:41])[C:8]1[N:13]2[N:14]=[CH:15][C:16]([C:17]3[CH:18]=[N:19][C:20]4[C:25]([CH:26]=3)=[CH:24][C:23]([F:27])=[CH:22][CH:21]=4)=[C:12]2[N:11]=[C:10]([CH2:28][N:29]([C:30]2([CH2:33][OH:34])[CH2:31][CH2:32]2)[C:55](=[O:56])[O:57][C:58]([CH3:61])([CH3:60])[CH3:59])[C:9]=1[Br:35]. The yield is 0.950. (10) The reactants are [C:1]1([CH3:35])[C:2]([NH:7][C:8]2[O:9][C:10]([C:16]3[CH:21]=[CH:20][C:19]([N:22]4[CH2:27][CH2:26][N:25]([C:28]([O:30][C:31]([CH3:34])([CH3:33])[CH3:32])=[O:29])[CH2:24][CH2:23]4)=[CH:18][CH:17]=3)=[C:11]([C:13](O)=[O:14])[N:12]=2)=[CH:3][CH:4]=[CH:5][CH:6]=1.O.OC1C2N=N[NH:43]C=2C=CC=1.Cl.CN(C)CCCN=C=NCC.N.O1CCOCC1. The catalyst is C(Cl)Cl.CN(C=O)C. The product is [C:1]1([CH3:35])[C:2]([NH:7][C:8]2[O:9][C:10]([C:16]3[CH:17]=[CH:18][C:19]([N:22]4[CH2:23][CH2:24][N:25]([C:28]([O:30][C:31]([CH3:32])([CH3:33])[CH3:34])=[O:29])[CH2:26][CH2:27]4)=[CH:20][CH:21]=3)=[C:11]([C:13](=[O:14])[NH2:43])[N:12]=2)=[CH:3][CH:4]=[CH:5][CH:6]=1. The yield is 0.320.